From a dataset of Catalyst prediction with 721,799 reactions and 888 catalyst types from USPTO. Predict which catalyst facilitates the given reaction. (1) Reactant: [C:1]([O:5][C:6](=[O:33])[NH:7][C@@H:8]([CH2:22][CH:23]1[C:28](=[O:29])[O:27][C:26]([CH3:31])([CH3:30])[O:25][C:24]1=[O:32])[CH2:9][C:10]1[CH:15]=[CH:14][C:13]([C:16]2[CH:21]=[CH:20][CH:19]=[CH:18][CH:17]=2)=[CH:12][CH:11]=1)([CH3:4])([CH3:3])[CH3:2].[C:34]([O-])([O-])=O.[K+].[K+].CI.[Na+].[Cl-]. Product: [C:1]([O:5][C:6](=[O:33])[NH:7][C@@H:8]([CH2:22][C:23]1([CH3:34])[C:28](=[O:29])[O:27][C:26]([CH3:31])([CH3:30])[O:25][C:24]1=[O:32])[CH2:9][C:10]1[CH:11]=[CH:12][C:13]([C:16]2[CH:21]=[CH:20][CH:19]=[CH:18][CH:17]=2)=[CH:14][CH:15]=1)([CH3:4])([CH3:2])[CH3:3]. The catalyst class is: 31. (2) Reactant: [CH3:1][C:2]1[CH:7]=[C:6]([C:8]2[CH:13]=[CH:12][CH:11]=[CH:10][C:9]=2[CH:14]([CH3:16])[CH3:15])[C:5]([O:17]C)=[C:4]([C:19]2[CH:24]=[CH:23][CH:22]=[CH:21][C:20]=2[CH:25]([CH3:27])[CH3:26])[CH:3]=1.O.C(OCC)C. Product: [CH3:1][C:2]1[CH:7]=[C:6]([C:8]2[CH:13]=[CH:12][CH:11]=[CH:10][C:9]=2[CH:14]([CH3:16])[CH3:15])[C:5]([OH:17])=[C:4]([C:19]2[CH:24]=[CH:23][CH:22]=[CH:21][C:20]=2[CH:25]([CH3:27])[CH3:26])[CH:3]=1. The catalyst class is: 2. (3) Reactant: C(OC(=O)[NH:7][C@@H:8]([CH2:28][CH:29]([CH3:31])[CH3:30])[CH2:9][O:10][C:11]1[CH:12]=[CH:13][C:14]2[C:27]3[C:22](=[CH:23][N:24]=[CH:25][CH:26]=3)[C:18]3([CH2:21][O:20][CH2:19]3)[O:17][C:15]=2[CH:16]=1)(C)(C)C.[ClH:33].C(OCC)C. Product: [NH2:7][C@@H:8]([CH2:28][CH:29]([CH3:31])[CH3:30])[CH2:9][O:10][C:11]1[CH:12]=[CH:13][C:14]2[C:27]3[C:22](=[CH:23][N:24]=[CH:25][CH:26]=3)[C:18]([CH2:21][OH:20])([CH2:19][Cl:33])[O:17][C:15]=2[CH:16]=1. The catalyst class is: 4. (4) Reactant: C(OC([NH:8][CH2:9][C:10]([NH:12][C@H:13]([C:23]([O:25][CH2:26][CH3:27])=[O:24])[CH2:14][C:15]1[CH:20]=[CH:19][N:18]=[C:17]([O:21][CH3:22])[CH:16]=1)=[O:11])=O)(C)(C)C.FC(F)(F)C(O)=O. Product: [NH2:8][CH2:9][C:10]([NH:12][C@H:13]([C:23]([O:25][CH2:26][CH3:27])=[O:24])[CH2:14][C:15]1[CH:20]=[CH:19][N:18]=[C:17]([O:21][CH3:22])[CH:16]=1)=[O:11]. The catalyst class is: 2. (5) Product: [CH3:17][O:16][N:15]([CH3:14])[C:8]([C:5]1([CH3:11])[CH2:4][O:3][C:2]([CH3:1])([CH3:12])[O:7][CH2:6]1)=[O:10]. Reactant: [CH3:1][C:2]1([CH3:12])[O:7][CH2:6][C:5]([CH3:11])([C:8]([OH:10])=O)[CH2:4][O:3]1.Cl.[CH3:14][NH:15][O:16][CH3:17].O.ON1C2C=CC=CC=2N=N1.Cl.C(N=C=NCCCN(C)C)C.C(N(CC)CC)C. The catalyst class is: 136. (6) Reactant: [Cl:1][C:2]1[CH:10]=[CH:9][C:5]([C:6]([OH:8])=O)=[CH:4][CH:3]=1.Cl.[NH2:12][C:13]([CH3:40])([CH3:39])[C:14]([NH:16][C@H:17]([B:26]1[O:30][C@@H:29]2[CH2:31][C@@H:32]3[CH2:35][C@H:34]([C@:28]2([CH3:38])[O:27]1)[C:33]3([CH3:37])[CH3:36])[CH2:18][C:19]1[CH:24]=[CH:23][CH:22]=[C:21]([CH3:25])[CH:20]=1)=[O:15].C1C=CC2N(O)N=NC=2C=1.CN1CCOCC1.CCN=C=NCCCN(C)C. Product: [Cl:1][C:2]1[CH:3]=[CH:4][C:5]([C:6]([NH:12][C:13]([CH3:40])([CH3:39])[C:14]([NH:16][C@H:17]([B:26]2[O:30][C@@H:29]3[CH2:31][C@@H:32]4[CH2:35][C@H:34]([C@:28]3([CH3:38])[O:27]2)[C:33]4([CH3:37])[CH3:36])[CH2:18][C:19]2[CH:24]=[CH:23][CH:22]=[C:21]([CH3:25])[CH:20]=2)=[O:15])=[O:8])=[CH:9][CH:10]=1. The catalyst class is: 2. (7) Reactant: [OH:1][C:2]1[CH:16]=[CH:15][C:5]([CH2:6][NH:7][C:8](=[O:14])[O:9][C:10]([CH3:13])([CH3:12])[CH3:11])=[CH:4][CH:3]=1.[CH2:17]([O:19][C:20](=[O:23])[CH2:21]Br)[CH3:18].C([O-])([O-])=O.[K+].[K+]. Product: [C:10]([O:9][C:8]([NH:7][CH2:6][C:5]1[CH:15]=[CH:16][C:2]([O:1][CH2:21][C:20]([O:19][CH2:17][CH3:18])=[O:23])=[CH:3][CH:4]=1)=[O:14])([CH3:12])([CH3:13])[CH3:11]. The catalyst class is: 21. (8) The catalyst class is: 14. Reactant: [NH2:1][C:2]1[C:3]([NH:20][C:21]2[CH:25]=[C:24]([CH:26]3[CH2:28][CH2:27]3)[NH:23][N:22]=2)=[N:4][C:5]([NH:9][C@H:10]([C:13]2[CH:18]=[CH:17][C:16]([F:19])=[CH:15][CH:14]=2)[CH2:11][OH:12])=[N:6][C:7]=1[CH3:8].[C:29](O)(=O)C.C(N)=N. Product: [CH:26]1([C:24]2[NH:23][N:22]=[C:21]([N:20]3[CH:29]=[N:1][C:2]4[C:3]3=[N:4][C:5]([NH:9][C@H:10]([C:13]3[CH:18]=[CH:17][C:16]([F:19])=[CH:15][CH:14]=3)[CH2:11][OH:12])=[N:6][C:7]=4[CH3:8])[CH:25]=2)[CH2:28][CH2:27]1. (9) Reactant: [Br:1][C:2]1[CH:17]=[CH:16][C:5]([C:6]([NH:8][C@H:9]2[CH2:14][CH2:13][C@H:12]([OH:15])[CH2:11][CH2:10]2)=[O:7])=[CH:4][C:3]=1[CH3:18].N1C=CN=C1.FC1C(O)=C(F)C(F)=C(F)C=1F.[C:36]([Si:40](Cl)([CH3:42])[CH3:41])([CH3:39])([CH3:38])[CH3:37]. Product: [Br:1][C:2]1[CH:17]=[CH:16][C:5]([C:6]([NH:8][C@H:9]2[CH2:10][CH2:11][C@H:12]([O:15][Si:40]([C:36]([CH3:39])([CH3:38])[CH3:37])([CH3:42])[CH3:41])[CH2:13][CH2:14]2)=[O:7])=[CH:4][C:3]=1[CH3:18]. The catalyst class is: 35. (10) Reactant: C[Si](C)(C)[N-][Si](C)(C)C.[Na+].[NH2:11][C:12]1[CH:13]=[CH:14][C:15]([C:19]([O:21][CH3:22])=[O:20])=[N:16][C:17]=1[I:18].[C:23]([O:27][C:28](O[C:28]([O:27][C:23]([CH3:26])([CH3:25])[CH3:24])=[O:29])=[O:29])([CH3:26])([CH3:25])[CH3:24].Cl. Product: [C:23]([O:27][C:28]([NH:11][C:12]1[CH:13]=[CH:14][C:15]([C:19]([O:21][CH3:22])=[O:20])=[N:16][C:17]=1[I:18])=[O:29])([CH3:26])([CH3:25])[CH3:24]. The catalyst class is: 7.